Dataset: Forward reaction prediction with 1.9M reactions from USPTO patents (1976-2016). Task: Predict the product of the given reaction. Given the reactants [F-].[Cs+].[F:3][C:4]1[CH:11]=[CH:10][CH:9]=[C:8]([F:12])[C:5]=1[CH:6]=[O:7].C[Si](C)(C)[C:15]([F:18])([F:17])[F:16].Cl, predict the reaction product. The product is: [F:3][C:4]1[CH:11]=[CH:10][CH:9]=[C:8]([F:12])[C:5]=1[CH:6]([OH:7])[C:15]([F:18])([F:17])[F:16].